From a dataset of Forward reaction prediction with 1.9M reactions from USPTO patents (1976-2016). Predict the product of the given reaction. (1) Given the reactants [NH:1]1[CH2:6][CH2:5][S:4][CH2:3][CH2:2]1.CCN(CC)CC.[C:14]([O:18][C:19](O[C:19]([O:18][C:14]([CH3:17])([CH3:16])[CH3:15])=[O:20])=[O:20])([CH3:17])([CH3:16])[CH3:15], predict the reaction product. The product is: [N:1]1([C:19]([O:18][C:14]([CH3:17])([CH3:16])[CH3:15])=[O:20])[CH2:6][CH2:5][S:4][CH2:3][CH2:2]1. (2) Given the reactants CN(C)[CH:3]=[CH:4][C:5]([C:7]1[S:11][C:10]([N:12]=C(C)N(C)C)=[N:9][C:8]=1[CH3:18])=O.[N+]([O-])(O)=O.[CH3:24][C:25]1[CH:30]=[CH:29][C:28]([NH:31][C:32]([NH2:34])=[NH:33])=[CH:27][C:26]=1[S:35]([N:38]1[CH2:43][CH2:42][O:41][CH2:40][CH2:39]1)(=[O:37])=[O:36], predict the reaction product. The product is: [NH2:12][C:10]1[S:11][C:7]([C:5]2[CH:4]=[CH:3][N:34]=[C:32]([NH:31][C:28]3[CH:29]=[CH:30][C:25]([CH3:24])=[C:26]([S:35]([N:38]4[CH2:39][CH2:40][O:41][CH2:42][CH2:43]4)(=[O:36])=[O:37])[CH:27]=3)[N:33]=2)=[C:8]([CH3:18])[N:9]=1. (3) Given the reactants [Cl:1][C:2]1[CH:18]=[CH:17][C:5]2[CH2:6][CH2:7][N:8]([C:11](=[O:16])[C:12]([F:15])([F:14])[F:13])[CH2:9][CH2:10][C:4]=2[C:3]=1OS(C(F)(F)F)(=O)=O.[CH3:27][N:28]([CH2:32][C:33]1[CH:40]=[CH:39][C:36]([CH2:37][NH2:38])=[CH:35][CH:34]=1)[CH:29]([CH3:31])[CH3:30], predict the reaction product. The product is: [Cl:1][C:2]1[CH:18]=[CH:17][C:5]2[CH2:6][CH2:7][N:8]([C:11](=[O:16])[C:12]([F:15])([F:14])[F:13])[CH2:9][CH2:10][C:4]=2[C:3]=1[NH:38][CH2:37][C:36]1[CH:39]=[CH:40][C:33]([CH2:32][N:28]([CH:29]([CH3:31])[CH3:30])[CH3:27])=[CH:34][CH:35]=1. (4) Given the reactants Br[C:2]1[CH:7]=[C:6]([CH2:8][S:9]([CH2:12][CH3:13])(=[O:11])=[O:10])[CH:5]=[CH:4][C:3]=1[O:14][CH2:15][C:16]([F:19])([F:18])[F:17].[CH3:20][N:21]1[CH:30]=[C:29](B2OC(C)(C)C(C)(C)O2)[C:28]2[C:23](=[CH:24][CH:25]=[CH:26][CH:27]=2)[C:22]1=[O:40].C([O-])([O-])=O.[Na+].[Na+], predict the reaction product. The product is: [CH2:12]([S:9]([CH2:8][C:6]1[CH:5]=[CH:4][C:3]([O:14][CH2:15][C:16]([F:19])([F:18])[F:17])=[C:2]([C:29]2[C:28]3[C:23](=[CH:24][CH:25]=[CH:26][CH:27]=3)[C:22](=[O:40])[N:21]([CH3:20])[CH:30]=2)[CH:7]=1)(=[O:11])=[O:10])[CH3:13].